Predict the product of the given reaction. From a dataset of Forward reaction prediction with 1.9M reactions from USPTO patents (1976-2016). (1) Given the reactants [CH3:1][S:2]([OH:5])(=[O:4])=[O:3].[Si]([O:13][CH2:14][CH2:15][N:16]([C:43]#[N:44])[C:17]1[CH:22]=[CH:21][C:20]([N:23]2[C:31](=[O:32])[C:30]3[C:25](=[CH:26][CH:27]=[CH:28][C:29]=3[NH:33][C:34]([C:36]3[S:37][C:38]([Cl:41])=[CH:39][CH:40]=3)=[O:35])[C:24]2=[O:42])=[CH:19][CH:18]=1)(C(C)(C)C)(C)C, predict the reaction product. The product is: [CH3:1][S:2]([OH:5])(=[O:4])=[O:3].[Cl:41][C:38]1[S:37][C:36]([C:34]([NH:33][C:29]2[CH:28]=[CH:27][CH:26]=[C:25]3[C:30]=2[C:31](=[O:32])[N:23]([C:20]2[CH:19]=[CH:18][C:17]([N:16]4[CH2:15][CH2:14][O:13][C:43]4=[NH:44])=[CH:22][CH:21]=2)[C:24]3=[O:42])=[O:35])=[CH:40][CH:39]=1. (2) The product is: [N:15]1([C:4]2[C:5]3[CH2:14][C:13]4[CH:12]=[CH:11][CH:10]=[CH:9][C:8]=4[C:6]=3[C:6]3[C:8]4[CH:9]=[CH:10][CH:11]=[CH:12][C:13]=4[CH2:14][C:2]=3[C:3]=2[C:21]#[N:22])[CH2:20][CH2:19][CH2:18][CH2:17][CH2:16]1. Given the reactants O=[C:2]1O[C:6]2[C:8]3[C:13]([CH2:14][C:5]=2[C:4]([N:15]2[CH2:20][CH2:19][CH2:18][CH2:17][CH2:16]2)=[C:3]1[C:21]#[N:22])=[CH:12][CH:11]=[CH:10][CH:9]=3.[H-].[Na+], predict the reaction product. (3) Given the reactants Cl.[Br:2][C:3]1[C:8]2=[N:9][C:10](O)=[CH:11][C:12](=[O:13])[N:7]2[CH:6]=[C:5]([CH3:15])[CH:4]=1.C(N(CC)CC)C.CS(Cl)(=O)=O.[NH:28]1[CH2:33][CH2:32][O:31][CH2:30][CH2:29]1, predict the reaction product. The product is: [Br:2][C:3]1[C:8]2=[N:9][C:10]([N:28]3[CH2:33][CH2:32][O:31][CH2:30][CH2:29]3)=[CH:11][C:12](=[O:13])[N:7]2[CH:6]=[C:5]([CH3:15])[CH:4]=1.